Dataset: CYP1A2 inhibition data for predicting drug metabolism from PubChem BioAssay. Task: Regression/Classification. Given a drug SMILES string, predict its absorption, distribution, metabolism, or excretion properties. Task type varies by dataset: regression for continuous measurements (e.g., permeability, clearance, half-life) or binary classification for categorical outcomes (e.g., BBB penetration, CYP inhibition). Dataset: cyp1a2_veith. (1) The compound is O=C(O)CCCC[C@H]1CCSS1. The result is 0 (non-inhibitor). (2) The drug is C1CCNCC1.O=c1[nH]cnc2[nH]cc(CN3CCCCC3)c12. The result is 0 (non-inhibitor). (3) The drug is C[N+]1(C)[C@H]2CC[C@@H]1CC(OC(=O)c1c[nH]c3ccccc13)C2. The result is 0 (non-inhibitor). (4) The result is 1 (inhibitor). The compound is COC(=O)[C@H]1C[C@@H]1[C@H](NS(=O)(=O)c1ccc(-c2ccccc2)cc1)c1ccccc1. (5) The compound is OC[C@@H]1O[C@@H](N2CCN([C@@H]3O[C@@H](CO)[C@H](O)[C@@H](O)[C@@H]3O)CC2)[C@H](O)[C@@H](O)[C@@H]1O. The result is 0 (non-inhibitor).